From a dataset of Forward reaction prediction with 1.9M reactions from USPTO patents (1976-2016). Predict the product of the given reaction. Given the reactants N[C@H](C1C=CC=CC=1)CN1C(=O)C2C3(CCC=2N(CC2C(C(F)(F)F)=CC=CC=2F)C1=O)CCN(CC1C=CC=C(Cl)C=1)CC3.[F:46][C:47]1[CH:96]=[CH:95][CH:94]=[C:93]([C:97]([F:100])([F:99])[F:98])[C:48]=1[CH2:49][N:50]1[C:55]2[CH2:56][O:57][C:58]3([CH2:63][CH2:62][N:61]([CH2:64][C:65]4[O:66][C:67]([C:70]([F:73])([F:72])[F:71])=[CH:68][CH:69]=4)[CH2:60][CH2:59]3)[C:54]=2[C:53](=[O:74])[N:52]([CH2:75][CH:76]([NH:84]C(=O)OC(C)(C)C)[C:77]2[CH:82]=[CH:81][CH:80]=[C:79]([CH3:83])[N:78]=2)[C:51]1=[O:92], predict the reaction product. The product is: [NH2:84][CH:76]([C:77]1[CH:82]=[CH:81][CH:80]=[C:79]([CH3:83])[N:78]=1)[CH2:75][N:52]1[C:53](=[O:74])[C:54]2[C:58]3([O:57][CH2:56][C:55]=2[N:50]([CH2:49][C:48]2[C:93]([C:97]([F:99])([F:100])[F:98])=[CH:94][CH:95]=[CH:96][C:47]=2[F:46])[C:51]1=[O:92])[CH2:59][CH2:60][N:61]([CH2:64][C:65]1[O:66][C:67]([C:70]([F:71])([F:72])[F:73])=[CH:68][CH:69]=1)[CH2:62][CH2:63]3.